From a dataset of Full USPTO retrosynthesis dataset with 1.9M reactions from patents (1976-2016). Predict the reactants needed to synthesize the given product. (1) Given the product [Cl:12][C:13]1[CH:14]=[CH:15][C:16]([S:19]([C:22]2[C:23]([CH2:30][CH2:31][C:32]([OH:34])=[O:33])=[C:24](/[CH:28]=[C:5]3\[C:6](=[O:11])[NH:7][C:8]4[C:4]\3=[CH:3][C:2]([F:1])=[CH:10][CH:9]=4)[NH:25][C:26]=2[CH3:27])(=[O:20])=[O:21])=[CH:17][CH:18]=1, predict the reactants needed to synthesize it. The reactants are: [F:1][C:2]1[CH:3]=[C:4]2[C:8](=[CH:9][CH:10]=1)[NH:7][C:6](=[O:11])[CH2:5]2.[Cl:12][C:13]1[CH:18]=[CH:17][C:16]([S:19]([C:22]2[C:23]([CH2:30][CH2:31][C:32]([OH:34])=[O:33])=[C:24]([CH:28]=O)[NH:25][C:26]=2[CH3:27])(=[O:21])=[O:20])=[CH:15][CH:14]=1.N1CCCCC1. (2) Given the product [F:1][C:2]1[CH:3]=[C:4]([C@H:8]2[CH2:12][C@H:11]([OH:13])[CH2:10][N:9]2[C:14]2[CH:19]=[CH:18][N:17]3[N:20]=[CH:21][C:22]([C:23]([NH:29][CH:26]([CH3:28])[CH3:27])=[O:24])=[C:16]3[N:15]=2)[CH:5]=[CH:6][CH:7]=1, predict the reactants needed to synthesize it. The reactants are: [F:1][C:2]1[CH:3]=[C:4]([C@H:8]2[CH2:12][C@H:11]([OH:13])[CH2:10][N:9]2[C:14]2[CH:19]=[CH:18][N:17]3[N:20]=[CH:21][C:22]([C:23](O)=[O:24])=[C:16]3[N:15]=2)[CH:5]=[CH:6][CH:7]=1.[CH:26]([NH2:29])([CH3:28])[CH3:27]. (3) Given the product [CH:3]12[O:25][CH:4]1[CH2:5][CH:1]([NH:6][C:7](=[O:16])[O:8][CH2:9][C:10]1[CH:11]=[CH:12][CH:13]=[CH:14][CH:15]=1)[CH2:2]2, predict the reactants needed to synthesize it. The reactants are: [CH:1]1([NH:6][C:7](=[O:16])[O:8][CH2:9][C:10]2[CH:15]=[CH:14][CH:13]=[CH:12][CH:11]=2)[CH2:5][CH:4]=[CH:3][CH2:2]1.C1C=C(Cl)C=C(C(OO)=[O:25])C=1. (4) Given the product [NH2:20][C:10]1[C:11]2[S:15][C:14]([NH:16][CH3:17])=[N:13][C:12]=2[CH:18]=[CH:19][C:9]=1[O:8][C:6]1[C:5]([O:23][CH3:24])=[CH:4][C:3]([CH2:25][C:26]([O:28][CH3:29])=[O:27])=[C:2]([Cl:1])[CH:7]=1, predict the reactants needed to synthesize it. The reactants are: [Cl:1][C:2]1[CH:7]=[C:6]([O:8][C:9]2[CH:19]=[CH:18][C:12]3[N:13]=[C:14]([NH:16][CH3:17])[S:15][C:11]=3[C:10]=2[N+:20]([O-])=O)[C:5]([O:23][CH3:24])=[CH:4][C:3]=1[CH2:25][C:26]([O:28][CH3:29])=[O:27]. (5) Given the product [Cl:1][C:2]1[CH:3]=[C:4]([C:8]([CH:20]2[CH2:22][CH2:21]2)([OH:9])[C:10]2[CH:14]=[C:13]([CH:15]=[O:16])[S:12][CH:11]=2)[CH:5]=[CH:6][CH:7]=1, predict the reactants needed to synthesize it. The reactants are: [Cl:1][C:2]1[CH:3]=[C:4]([C:8]([CH:20]2[CH2:22][CH2:21]2)([C:10]2[CH:14]=[C:13]([CH:15]3OCC[O:16]3)[S:12][CH:11]=2)[OH:9])[CH:5]=[CH:6][CH:7]=1.CC(C)=O.CC1C=CC(S([O-])(=O)=O)=CC=1.C1C=C[NH+]=CC=1. (6) Given the product [CH3:4][C:16]1[CH:15]=[C:17]([CH:18]=[CH:33][CH:34]=1)[CH:22]=[N:31][NH:32][C:2]1[CH:7]=[C:6]([N:8]2[CH2:13][CH2:12][O:11][CH2:10][CH2:9]2)[N:5]2[N:14]=[C:15]([C:17]3[CH:22]=[CH:21][C:20]([CH3:23])=[CH:19][CH:18]=3)[CH:16]=[C:4]2[N:3]=1, predict the reactants needed to synthesize it. The reactants are: Cl[C:2]1[CH:7]=[C:6]([N:8]2[CH2:13][CH2:12][O:11][CH2:10][CH2:9]2)[N:5]2[N:14]=[C:15]([C:17]3[CH:22]=[CH:21][C:20]([CH3:23])=[CH:19][CH:18]=3)[CH:16]=[C:4]2[N:3]=1.C(=O)([O-])[O-].[K+].[K+].O.[NH2:31][NH2:32].[CH2:33](O)[CH3:34].